From a dataset of Forward reaction prediction with 1.9M reactions from USPTO patents (1976-2016). Predict the product of the given reaction. (1) The product is: [CH3:1][C:2]1[C:6]([C:7]2[C:16]3[O:15][CH:14]([C:17]([NH:32][CH2:31][CH3:30])=[O:18])[CH:13]([C:20]4[CH:21]=[CH:22][CH:23]=[CH:24][CH:25]=4)[N:12]4[C:26](=[O:28])[NH:27][C:10]([C:11]=34)=[CH:9][CH:8]=2)=[C:5]([CH3:29])[O:4][N:3]=1. Given the reactants [CH3:1][C:2]1[C:6]([C:7]2[C:16]3[O:15][CH:14]([C:17](O)=[O:18])[CH:13]([C:20]4[CH:25]=[CH:24][CH:23]=[CH:22][CH:21]=4)[N:12]4[C:26](=[O:28])[NH:27][C:10]([C:11]=34)=[CH:9][CH:8]=2)=[C:5]([CH3:29])[O:4][N:3]=1.[CH3:30][CH2:31][N:32](C(C)C)C(C)C.CN(C(ON1N=NC2C=CC=NC1=2)=[N+](C)C)C.F[P-](F)(F)(F)(F)F.C(N)C.C1COCC1, predict the reaction product. (2) Given the reactants [Cl:1][C:2]1[CH:42]=[CH:41][C:5]([CH2:6][C@@H:7]([NH:28][CH:29]2[CH2:34][CH2:33][CH:32]([C:35]3[O:39][N:38]=[C:37]([CH3:40])[N:36]=3)[CH2:31][CH2:30]2)[C:8]([N:10]2[CH2:15][CH2:14][C:13]([CH:22]3[CH2:27][CH2:26][CH2:25][CH2:24][CH2:23]3)([CH2:16][N:17]3[CH:21]=[N:20][CH:19]=[N:18]3)[CH2:12][CH2:11]2)=[O:9])=[CH:4][CH:3]=1.Cl, predict the reaction product. The product is: [ClH:1].[Cl:1][C:2]1[CH:42]=[CH:41][C:5]([CH2:6][C@@H:7]([NH:28][CH:29]2[CH2:34][CH2:33][CH:32]([C:35]3[O:39][N:38]=[C:37]([CH3:40])[N:36]=3)[CH2:31][CH2:30]2)[C:8]([N:10]2[CH2:11][CH2:12][C:13]([CH:22]3[CH2:23][CH2:24][CH2:25][CH2:26][CH2:27]3)([CH2:16][N:17]3[CH:21]=[N:20][CH:19]=[N:18]3)[CH2:14][CH2:15]2)=[O:9])=[CH:4][CH:3]=1. (3) Given the reactants C[N:2](C)[CH:3]=[CH:4][C:5]([C:7]1[C:12](=[O:13])[CH:11]=[CH:10][N:9]([C:14]2[CH:19]=[CH:18][CH:17]=[C:16]([C:20]([F:23])([F:22])[F:21])[CH:15]=2)[N:8]=1)=O.Cl.[CH3:26][CH:27]([CH3:31])[CH2:28][NH:29]N.CCN(CC)CC, predict the reaction product. The product is: [CH3:26][CH:27]([CH3:31])[CH2:28][N:29]1[C:5]([C:7]2[C:12](=[O:13])[CH:11]=[CH:10][N:9]([C:14]3[CH:19]=[CH:18][CH:17]=[C:16]([C:20]([F:23])([F:22])[F:21])[CH:15]=3)[N:8]=2)=[CH:4][CH:3]=[N:2]1. (4) Given the reactants [Cl:1][C:2]1[CH:7]=[CH:6][C:5]([C:8]2[C:12]([C:13]3[CH:18]=[CH:17][N:16]=[CH:15][N:14]=3)=[C:11]([CH:19]3[CH2:24][CH2:23][NH:22][CH2:21][CH2:20]3)[NH:10][N:9]=2)=[CH:4][CH:3]=1.C1COCC1.CN(C=O)C.[F:35][C:36]1[CH:43]=[CH:42][C:39]([CH:40]=O)=[CH:38][CH:37]=1.C(O[BH-](OC(=O)C)OC(=O)C)(=O)C.[Na+], predict the reaction product. The product is: [Cl:1][C:2]1[CH:3]=[CH:4][C:5]([C:8]2[C:12]([C:13]3[CH:18]=[CH:17][N:16]=[CH:15][N:14]=3)=[C:11]([CH:19]3[CH2:24][CH2:23][N:22]([CH2:40][C:39]4[CH:42]=[CH:43][C:36]([F:35])=[CH:37][CH:38]=4)[CH2:21][CH2:20]3)[NH:10][N:9]=2)=[CH:6][CH:7]=1. (5) The product is: [NH2:36][C:37]1[N:8]([CH2:9][CH2:10][C:11]2[CH:16]=[CH:15][CH:14]=[CH:13][N:12]=2)[C:7]2[CH:6]=[CH:5][C:4]([NH:17][C:18]([C:20]3[C:21]([C:26]4[CH:27]=[CH:28][C:29]([C:32]([F:35])([F:33])[F:34])=[CH:30][CH:31]=4)=[CH:22][CH:23]=[CH:24][CH:25]=3)=[O:19])=[CH:3][C:2]=2[N:1]=1. Given the reactants [NH2:1][C:2]1[CH:3]=[C:4]([NH:17][C:18]([C:20]2[C:21]([C:26]3[CH:31]=[CH:30][C:29]([C:32]([F:35])([F:34])[F:33])=[CH:28][CH:27]=3)=[CH:22][CH:23]=[CH:24][CH:25]=2)=[O:19])[CH:5]=[CH:6][C:7]=1[NH:8][CH2:9][CH2:10][C:11]1[CH:16]=[CH:15][CH:14]=[CH:13][N:12]=1.[N:36]#[C:37]Br.C(OCC)(=O)C.C(=O)([O-])[O-].[K+].[K+], predict the reaction product.